From a dataset of Peptide-MHC class I binding affinity with 185,985 pairs from IEDB/IMGT. Regression. Given a peptide amino acid sequence and an MHC pseudo amino acid sequence, predict their binding affinity value. This is MHC class I binding data. The MHC is HLA-B44:03 with pseudo-sequence HLA-B44:03. The peptide sequence is KVFPYALINK. The binding affinity (normalized) is 0.